From a dataset of HIV replication inhibition screening data with 41,000+ compounds from the AIDS Antiviral Screen. Binary Classification. Given a drug SMILES string, predict its activity (active/inactive) in a high-throughput screening assay against a specified biological target. (1) The molecule is CC1=C(C(=O)Nc2cc(=O)n(C)c(=O)n2C)C(c2cccc([N+](=O)[O-])c2)C(C(=O)Nc2cc(=O)n(C)c(=O)n2C)=C(C)N1. The result is 0 (inactive). (2) The compound is c1ccc(-c2csc3c2-n2cccc2C3N2CCCC2)cc1. The result is 0 (inactive). (3) The compound is O=C(NO)c1ccc(OCc2cccc(Cl)c2)cc1. The result is 0 (inactive). (4) The drug is CNc1ccc(C=C2c3ccccc3-c3ccccc32)cc1. The result is 0 (inactive).